Dataset: hERG potassium channel inhibition data for cardiac toxicity prediction from Karim et al.. Task: Regression/Classification. Given a drug SMILES string, predict its toxicity properties. Task type varies by dataset: regression for continuous values (e.g., LD50, hERG inhibition percentage) or binary classification for toxic/non-toxic outcomes (e.g., AMES mutagenicity, cardiotoxicity, hepatotoxicity). Dataset: herg_karim. (1) The drug is CCOc1ccc(Cc2cc(C3CCN(C[C@H]4CN([C@@H](C(=O)O)[C@@H](C)CC)C[C@@H]4c4cccc(F)c4)CC3)n(CC)n2)cc1. The result is 0 (non-blocker). (2) The result is 0 (non-blocker). The molecule is CN/C(NCCSCc1[nH]cnc1C)=[NH+]\C#N. (3) The compound is Cn1cnc(CC(=O)N2CCC(c3ccc(NC(=O)c4ncc(C#N)[nH]4)c(C4=CCCCC4)c3)CC2)c1. The result is 0 (non-blocker). (4) The compound is CCCCN(CC)CC#CCOCc1ccc(Cl)cc1. The result is 1 (blocker). (5) The drug is CC1(C)CC2CC(C)(CN2CCN2CCN(c3cccc(Cl)c3)C2=O)C1. The result is 1 (blocker).